Dataset: Experimentally validated miRNA-target interactions with 360,000+ pairs, plus equal number of negative samples. Task: Binary Classification. Given a miRNA mature sequence and a target amino acid sequence, predict their likelihood of interaction. The protein sequence of the target gene is MAEKGDCIASVYGYDLGGRFIDFQPLGFGVNGLVLSATDSRACRKVAVKKIVLSDARSMKHALREIKIIRRLDHDNIVKVYEVLGPKGSDLQGELFKFSVAYIVQEYMETDLACLLEQGTLTEDHAKLFMYQLLRGLKYIHSANVLHRDLKPANIFISTEDLVLKIGDFGLARIVDQHYSHKGYLSEGLVTKWYRSPRLLLSPNNYTKAIDMWAAGCILAEMLTGKMLFAGAHELEQMQLILDTIPVVREEDKEELLRVMPSFVSSTWEVKRPLRKLLPDVNSEAIDFLEKILTFNPMDR.... The miRNA is hsa-miR-1229-5p with sequence GUGGGUAGGGUUUGGGGGAGAGCG. Result: 0 (no interaction).